From a dataset of Experimental lipophilicity measurements (octanol/water distribution) for 4,200 compounds from AstraZeneca. Regression/Classification. Given a drug SMILES string, predict its absorption, distribution, metabolism, or excretion properties. Task type varies by dataset: regression for continuous measurements (e.g., permeability, clearance, half-life) or binary classification for categorical outcomes (e.g., BBB penetration, CYP inhibition). For this dataset (lipophilicity_astrazeneca), we predict Y. (1) The molecule is O=C(Nc1ccc(Oc2cccnc2)nc1)c1nnc(Nc2ccccc2F)o1. The Y is 3.10 logD. (2) The drug is O=C(COCc1ccncc1)N1CCN(c2ccc(F)cc2Cl)CC1. The Y is 2.63 logD. (3) The Y is 1.21 logD. The drug is CN(CCNC[C@H](O)c1ccc(O)c2[nH]c(=O)sc12)C(=O)CCOCCc1ccccc1.